Dataset: Reaction yield outcomes from USPTO patents with 853,638 reactions. Task: Predict the reaction yield, written as a fraction of the theoretical maximum amount of product (1.0 means a 100% yield; for example, 0.34 means a 34% yield). (1) The reactants are [C:1]([O:5][C:6]([N:8]1[CH2:13][CH2:12][CH:11]([N:14]2[CH:18]=[C:17]([C:19]3[C:20]([O:34][CH:35]4[CH2:38][CH2:37][CH2:36]4)=[C:21]4[C:26](=[CH:27][CH:28]=3)[N:25]([C:29]([O:31][CH3:32])=[O:30])[C@@H:24]([CH3:33])[CH2:23][CH2:22]4)[CH:16]=[N:15]2)[CH:10]([OH:39])[CH2:9]1)=[O:7])([CH3:4])([CH3:3])[CH3:2].[CH3:40]N(C)C=O.[H-].[Na+].CI. The catalyst is O. The product is [C:1]([O:5][C:6]([N:8]1[CH2:13][CH2:12][CH:11]([N:14]2[CH:18]=[C:17]([C:19]3[C:20]([O:34][CH:35]4[CH2:38][CH2:37][CH2:36]4)=[C:21]4[C:26](=[CH:27][CH:28]=3)[N:25]([C:29]([O:31][CH3:32])=[O:30])[C@@H:24]([CH3:33])[CH2:23][CH2:22]4)[CH:16]=[N:15]2)[CH:10]([O:39][CH3:40])[CH2:9]1)=[O:7])([CH3:2])([CH3:3])[CH3:4]. The yield is 0.310. (2) The reactants are [F:1][C:2]1[CH:7]=[CH:6][CH:5]=[CH:4][C:3]=1[C:8]1[N:9]=[C:10]([CH3:21])[N:11]([C:13]2[CH:18]=[CH:17][C:16]([CH2:19][OH:20])=[CH:15][CH:14]=2)[CH:12]=1.[Cl:22][C:23]1[C:24](S(C)(=O)=O)=[N:25][CH:26]=[C:27]([C:29]([F:32])([F:31])[F:30])[CH:28]=1.[H-].[Na+]. The catalyst is C1COCC1. The product is [Cl:22][C:23]1[C:24]([O:20][CH2:19][C:16]2[CH:17]=[CH:18][C:13]([N:11]3[CH:12]=[C:8]([C:3]4[CH:4]=[CH:5][CH:6]=[CH:7][C:2]=4[F:1])[N:9]=[C:10]3[CH3:21])=[CH:14][CH:15]=2)=[N:25][CH:26]=[C:27]([C:29]([F:31])([F:30])[F:32])[CH:28]=1. The yield is 0.940. (3) The reactants are Cl[CH2:2][C:3]([N:5]1[CH2:10][CH2:9][C:8](=[N:11][O:12][CH2:13][C:14]2[CH:19]=[CH:18][CH:17]=[C:16]([C:20]([F:23])([F:22])[F:21])[CH:15]=2)[CH2:7][CH2:6]1)=[O:4].C([O-])([O-])=O.[K+].[K+].[NH:30]1[CH2:35][CH2:34][CH2:33][CH2:32][CH2:31]1. The catalyst is C(#N)C.C(OCC)(=O)C. The product is [N:30]1([CH2:2][C:3]([N:5]2[CH2:10][CH2:9][C:8](=[N:11][O:12][CH2:13][C:14]3[CH:19]=[CH:18][CH:17]=[C:16]([C:20]([F:23])([F:22])[F:21])[CH:15]=3)[CH2:7][CH2:6]2)=[O:4])[CH2:35][CH2:34][CH2:33][CH2:32][CH2:31]1. The yield is 0.360. (4) The reactants are [Cl:1][C:2]1[C:7]([C:8]2[N:9]=[C:10]([N:20]3[CH2:25][CH2:24][O:23][CH2:22][CH2:21]3)[S:11][C:12]=2[C:13]2[CH:18]=[CH:17][N:16]=[C:15](Cl)[N:14]=2)=[CH:6][CH:5]=[CH:4][C:3]=1[NH:26][S:27]([C:30]1[C:35]([F:36])=[CH:34][CH:33]=[CH:32][C:31]=1[F:37])(=[O:29])=[O:28].[NH4+:38].[OH-]. The catalyst is O1CCOCC1. The product is [NH2:38][C:15]1[N:14]=[C:13]([C:12]2[S:11][C:10]([N:20]3[CH2:21][CH2:22][O:23][CH2:24][CH2:25]3)=[N:9][C:8]=2[C:7]2[C:2]([Cl:1])=[C:3]([NH:26][S:27]([C:30]3[C:31]([F:37])=[CH:32][CH:33]=[CH:34][C:35]=3[F:36])(=[O:28])=[O:29])[CH:4]=[CH:5][CH:6]=2)[CH:18]=[CH:17][N:16]=1. The yield is 0.350. (5) The reactants are [F:1][C:2]1[CH:19]=[C:18]([S:20]([CH3:23])(=[O:22])=[O:21])[CH:17]=[CH:16][C:3]=1[O:4][CH2:5][CH:6]1[CH2:15][CH2:14][C:9]2(OCC[O:10]2)[CH2:8][CH2:7]1.O.Cl. The catalyst is C1COCC1. The product is [F:1][C:2]1[CH:19]=[C:18]([S:20]([CH3:23])(=[O:21])=[O:22])[CH:17]=[CH:16][C:3]=1[O:4][CH2:5][CH:6]1[CH2:7][CH2:8][C:9](=[O:10])[CH2:14][CH2:15]1. The yield is 0.764. (6) The reactants are [CH2:1]([O:8][C:9]([NH:11][C@@H:12]([CH2:16][CH2:17][CH2:18][CH2:19][NH:20][C:21]([O:23][C:24]([CH3:27])([CH3:26])[CH3:25])=[O:22])[C:13]([OH:15])=O)=[O:10])[C:2]1[CH:7]=[CH:6][CH:5]=[CH:4][CH:3]=1.C1CCC(N=C=NC2CCCCC2)CC1.[F:43][C:44]1[CH:53]=[CH:52][C:47]([C:48](=[N:50]O)[NH2:49])=[CH:46][CH:45]=1. The catalyst is ClCCl.N1C=CC=CC=1. The product is [CH2:1]([O:8][C:9]([NH:11][C@H:12]([C:13]1[O:15][N:50]=[C:48]([C:47]2[CH:52]=[CH:53][C:44]([F:43])=[CH:45][CH:46]=2)[N:49]=1)[CH2:16][CH2:17][CH2:18][CH2:19][NH:20][C:21](=[O:22])[O:23][C:24]([CH3:27])([CH3:26])[CH3:25])=[O:10])[C:2]1[CH:3]=[CH:4][CH:5]=[CH:6][CH:7]=1. The yield is 0.420. (7) The reactants are C([N:8]1[CH2:13][CH2:12][N:11](CC2C=CC=CC=2)[CH2:10][C@@H:9]1[CH2:21][CH2:22][C:23]1[CH:28]=[CH:27][C:26]([O:29][CH3:30])=[CH:25][CH:24]=1)C1C=CC=CC=1.C([O-])=O.[NH4+]. The catalyst is [Pd].C(O)C. The product is [CH3:30][O:29][C:26]1[CH:25]=[CH:24][C:23]([CH2:22][CH2:21][C@H:9]2[CH2:10][NH:11][CH2:12][CH2:13][NH:8]2)=[CH:28][CH:27]=1. The yield is 0.940.